Task: Predict the reactants needed to synthesize the given product.. Dataset: Full USPTO retrosynthesis dataset with 1.9M reactions from patents (1976-2016) (1) Given the product [Cl:33][C:25]1[CH:26]=[C:27]([F:32])[C:28]([O:30][CH3:31])=[CH:29][C:24]=1[NH:23][C:15]1[C:14]2[C:19](=[CH:20][C:11]3[CH:10]=[C:9]([OH:8])[C:35]([O:36][CH3:37])=[CH:34][C:12]=3[CH:13]=2)[N:18]=[CH:17][C:16]=1[C:21]#[N:22], predict the reactants needed to synthesize it. The reactants are: C([O:8][C:9]1[C:35]([O:36][CH3:37])=[CH:34][C:12]2[CH:13]=[C:14]3[C:19](=[CH:20][C:11]=2[CH:10]=1)[N:18]=[CH:17][C:16]([C:21]#[N:22])=[C:15]3[NH:23][C:24]1[CH:29]=[C:28]([O:30][CH3:31])[C:27]([F:32])=[CH:26][C:25]=1[Cl:33])C1C=CC=CC=1. (2) Given the product [I:17][C:14]1[C:15]2[S:16][C:9]([C:3]3[CH:4]=[CH:5][CH:6]=[CH:7][CH:8]=3)=[CH:10][C:11]=2[NH:12][N:13]=1, predict the reactants needed to synthesize it. The reactants are: [OH-].[K+].[C:3]1([C:9]2[S:16][C:15]3[CH:14]=[N:13][NH:12][C:11]=3[CH:10]=2)[CH:8]=[CH:7][CH:6]=[CH:5][CH:4]=1.[I:17]I.OS([O-])=O.[Na+]. (3) Given the product [CH3:19][O:20][C:21]1[CH:22]=[CH:23][C:24]([S:27]([N:11]2[C:7]([C:1]3[CH:2]=[CH:3][CH:4]=[CH:5][CH:6]=3)=[CH:8][C:9]([C:12]([O:14][CH2:15][CH3:16])=[O:13])=[CH:10]2)(=[O:29])=[O:28])=[CH:25][CH:26]=1, predict the reactants needed to synthesize it. The reactants are: [C:1]1([C:7]2[NH:11][CH:10]=[C:9]([C:12]([O:14][CH2:15][CH3:16])=[O:13])[CH:8]=2)[CH:6]=[CH:5][CH:4]=[CH:3][CH:2]=1.[H-].[Na+].[CH3:19][O:20][C:21]1[CH:26]=[CH:25][C:24]([S:27](Cl)(=[O:29])=[O:28])=[CH:23][CH:22]=1. (4) Given the product [NH2:1][C:2]1[C:12]([Cl:13])=[C:11]([CH2:14][N:15]2[CH2:20][CH2:19][CH2:18][C@H:17]([NH:21][C:22]([O:24][C:25]([CH3:27])([CH3:28])[CH3:26])=[O:23])[CH2:16]2)[C:10]([O:29][C:30]([F:32])([F:33])[F:31])=[CH:9][C:3]=1[C:4]([OH:6])=[O:5], predict the reactants needed to synthesize it. The reactants are: [NH2:1][C:2]1[C:12]([Cl:13])=[C:11]([CH2:14][N:15]2[CH2:20][CH2:19][CH2:18][C@H:17]([NH:21][C:22]([O:24][C:25]([CH3:28])([CH3:27])[CH3:26])=[O:23])[CH2:16]2)[C:10]([O:29][C:30]([F:33])([F:32])[F:31])=[CH:9][C:3]=1[C:4]([O:6]CC)=[O:5].NC1C(Br)=CC(C(F)(F)F)=CC=1C(O)=O.